Dataset: Forward reaction prediction with 1.9M reactions from USPTO patents (1976-2016). Task: Predict the product of the given reaction. (1) Given the reactants [CH3:1][C:2]([Si:5]([C:27]1[CH:32]=[CH:31][CH:30]=[CH:29][CH:28]=1)([C:21]1[CH:26]=[CH:25][CH:24]=[CH:23][CH:22]=1)[O:6][CH2:7][C@@H:8]1[CH2:13][CH:12]=[CH:11][CH2:10][N:9]1C(OC(C)(C)C)=O)([CH3:4])[CH3:3], predict the reaction product. The product is: [CH3:4][C:2]([Si:5]([C:21]1[CH:26]=[CH:25][CH:24]=[CH:23][CH:22]=1)([C:27]1[CH:28]=[CH:29][CH:30]=[CH:31][CH:32]=1)[O:6][CH2:7][C@@H:8]1[CH2:13][CH:12]=[CH:11][CH2:10][NH:9]1)([CH3:1])[CH3:3]. (2) Given the reactants [Cl:1][C:2]1[CH:7]=[CH:6][C:5]([CH2:8][C:9]#[N:10])=[C:4]([F:11])[CH:3]=1.[Cl:12][C:13]1[CH:14]=[C:15]([CH:18]=[CH:19][CH:20]=1)[CH:16]=O.C[O-].[Na+], predict the reaction product. The product is: [Cl:1][C:2]1[CH:7]=[CH:6][C:5](/[C:8](=[CH:16]/[C:15]2[CH:18]=[CH:19][CH:20]=[C:13]([Cl:12])[CH:14]=2)/[C:9]#[N:10])=[C:4]([F:11])[CH:3]=1. (3) Given the reactants [CH:1]([C:3]1[CH:18]=[CH:17][C:6]([O:7][C:8]2[CH:16]=[CH:15][C:11]([C:12]([NH2:14])=[O:13])=[CH:10][N:9]=2)=[CH:5][CH:4]=1)=O.[C:19]1([CH:25]([N:27]2[CH2:32][CH2:31][NH:30][CH2:29][CH2:28]2)[CH3:26])[CH:24]=[CH:23][CH:22]=[CH:21][CH:20]=1.[BH4-].[Na+], predict the reaction product. The product is: [C:19]1([CH:25]([N:27]2[CH2:28][CH2:29][N:30]([CH2:1][C:3]3[CH:18]=[CH:17][C:6]([O:7][C:8]4[CH:16]=[CH:15][C:11]([C:12]([NH2:14])=[O:13])=[CH:10][N:9]=4)=[CH:5][CH:4]=3)[CH2:31][CH2:32]2)[CH3:26])[CH:24]=[CH:23][CH:22]=[CH:21][CH:20]=1. (4) Given the reactants [CH:1]1([OH:13])[CH2:6][CH2:5][CH:4]([CH:7]2[CH2:12][CH2:11][CH2:10][CH2:9][CH2:8]2)[CH2:3][CH2:2]1.[C:14]12[C:20](=[CH:21][CH:22]=[CH:23][CH:24]=1)[NH:19]C(=O)[O:17][C:15]2=[O:16].[N:26]12[CH2:33][CH2:32]N(CC1)CC2.[CH3:34][OH:35], predict the reaction product. The product is: [C:34]([O:13][CH:1]1[CH2:2][CH2:3][CH:4]([CH:7]2[CH2:12][CH2:11][CH:10]([O:17][C:15](=[O:16])[C:14]3[C:20](=[CH:21][CH:22]=[CH:23][CH:24]=3)[NH2:19])[CH2:9][CH2:8]2)[CH2:5][CH2:6]1)(=[O:35])[C:3]1[C:33](=[CH:32][CH:6]=[CH:1][CH:2]=1)[NH2:26].